Predict the product of the given reaction. From a dataset of Forward reaction prediction with 1.9M reactions from USPTO patents (1976-2016). (1) Given the reactants [CH:1]1[C:6]([OH:7])=[CH:5][CH:4]=[CH:3][C:2]=1[CH3:8].[OH-:9].[K+].F[C:12]1[CH:19]=[CH:18][C:15]([C:16]#[N:17])=[C:14]([O:20][CH3:21])[CH:13]=1.CN([CH:25]=[O:26])C, predict the reaction product. The product is: [CH3:21][O:20][C:14]1[CH:15]=[C:18]([O:7][C:6]2[CH:5]=[CH:4][CH:3]=[C:2]([CH3:8])[CH:1]=2)[CH:19]=[CH:12][C:13]=1[C:25]([OH:26])=[O:9].[O:20]([C:14]1[CH:13]=[CH:12][CH:19]=[CH:18][C:15]=1[C:16]#[N:17])[C:21]1[CH:5]=[CH:6][CH:1]=[CH:2][CH:3]=1. (2) The product is: [CH3:8][S:9]([O:35][CH2:34][CH2:33][C:29]1[N:28]([CH2:27][CH2:26][CH2:25][CH2:24][C:21]2[CH:20]=[CH:19][C:18]([O:17][C:13]([CH3:15])([CH3:14])[CH3:16])=[CH:23][CH:22]=2)[CH:32]=[CH:31][N:30]=1)(=[O:11])=[O:10]. Given the reactants C(N(CC)CC)C.[CH3:8][S:9](Cl)(=[O:11])=[O:10].[C:13]([O:17][C:18]1[CH:23]=[CH:22][C:21]([CH2:24][CH2:25][CH2:26][CH2:27][N:28]2[CH:32]=[CH:31][N:30]=[C:29]2[CH2:33][CH2:34][OH:35])=[CH:20][CH:19]=1)([CH3:16])([CH3:15])[CH3:14].O, predict the reaction product.